This data is from Forward reaction prediction with 1.9M reactions from USPTO patents (1976-2016). The task is: Predict the product of the given reaction. (1) Given the reactants [CH2:1]1[O:3][CH2:2]1.[CH3:4][CH:5]([CH3:32])[CH:6]([NH:19][C:20]([CH:22]1[CH2:26][CH:25]([CH2:27][CH2:28][CH2:29][CH2:30][CH3:31])[CH2:24][NH:23]1)=[O:21])[CH:7]1[CH:12]([OH:13])[CH:11]([OH:14])[CH:10]([OH:15])[CH:9]([CH2:16][CH2:17][CH3:18])[O:8]1, predict the reaction product. The product is: [CH3:32][CH:5]([CH3:4])[CH:6]([NH:19][C:20]([CH:22]1[CH2:26][CH:25]([CH2:27][CH2:28][CH2:29][CH2:30][CH3:31])[CH2:24][N:23]1[CH2:1][CH2:2][OH:3])=[O:21])[CH:7]1[CH:12]([OH:13])[CH:11]([OH:14])[CH:10]([OH:15])[CH:9]([CH2:16][CH2:17][CH3:18])[O:8]1. (2) Given the reactants O=[C:2]([C:19]1[CH:24]=[CH:23][CH:22]=[CH:21][CH:20]=1)[CH:3]([NH:10][C:11](=O)[C:12]1[CH:17]=[CH:16][CH:15]=[CH:14][CH:13]=1)[C:4]1[CH:9]=[CH:8][N:7]=[CH:6][CH:5]=1.C(O)(=O)C.[NH2:29][CH2:30][CH2:31][C@H:32]1[O:37]B(C2C=CC=CC=2)[O:35][C@@H:34]([CH2:44][C:45]([O:47][C:48]([CH3:51])([CH3:50])[CH3:49])=[O:46])[CH2:33]1, predict the reaction product. The product is: [C:12]1([C:11]2[N:29]([CH2:30][CH2:31][C@@H:32]([OH:37])[CH2:33][C@@H:34]([OH:35])[CH2:44][C:45]([O:47][C:48]([CH3:49])([CH3:50])[CH3:51])=[O:46])[C:2]([C:19]3[CH:24]=[CH:23][CH:22]=[CH:21][CH:20]=3)=[C:3]([C:4]3[CH:9]=[CH:8][N:7]=[CH:6][CH:5]=3)[N:10]=2)[CH:17]=[CH:16][CH:15]=[CH:14][CH:13]=1. (3) Given the reactants [Cl:1][C:2]1[CH:10]=[CH:9][C:5]([C:6](Cl)=[O:7])=[CH:4][CH:3]=1.[CH3:11][O:12][C:13]1[CH:14]=[C:15]([C:19]2([OH:25])[CH2:24][CH2:23][CH2:22][NH:21][CH2:20]2)[CH:16]=[CH:17][CH:18]=1, predict the reaction product. The product is: [Cl:1][C:2]1[CH:10]=[CH:9][C:5]([C:6]([N:21]2[CH2:22][CH2:23][CH2:24][C:19]([OH:25])([C:15]3[CH:16]=[CH:17][CH:18]=[C:13]([O:12][CH3:11])[CH:14]=3)[CH2:20]2)=[O:7])=[CH:4][CH:3]=1. (4) Given the reactants [CH3:1][O:2][CH:3]([O:17][CH3:18])[C:4]1[C:13]([CH:14]([OH:16])[CH3:15])=[CH:12][C:11]2[CH2:10][CH2:9][CH2:8][NH:7][C:6]=2[N:5]=1.CCN(C(C)C)C(C)C.[CH3:28][C:29]([Si:32](Cl)([CH3:34])[CH3:33])([CH3:31])[CH3:30], predict the reaction product. The product is: [Si:32]([O:16][CH:14]([C:13]1[CH:12]=[C:11]2[C:6](=[N:5][C:4]=1[CH:3]([O:2][CH3:1])[O:17][CH3:18])[NH:7][CH2:8][CH2:9][CH2:10]2)[CH3:15])([C:29]([CH3:31])([CH3:30])[CH3:28])([CH3:34])[CH3:33].